Dataset: Forward reaction prediction with 1.9M reactions from USPTO patents (1976-2016). Task: Predict the product of the given reaction. (1) Given the reactants [CH3:1][N:2]([CH3:27])[C:3]1([C:21]2[CH:26]=[CH:25][CH:24]=[CH:23][CH:22]=2)[CH2:8][CH2:7][CH:6]([C:9]2[NH:10][C:11]3[C:16]([C:17]=2[CH2:18][CH2:19]O)=[CH:15][CH:14]=[CH:13][CH:12]=3)[CH2:5][CH2:4]1.[Br:28]C(Br)(Br)Br.C1(P(C2C=CC=CC=2)C2C=CC=CC=2)C=CC=CC=1, predict the reaction product. The product is: [Br:28][CH2:19][CH2:18][C:17]1[C:16]2[C:11](=[CH:12][CH:13]=[CH:14][CH:15]=2)[NH:10][C:9]=1[CH:6]1[CH2:7][CH2:8][C:3]([C:21]2[CH:26]=[CH:25][CH:24]=[CH:23][CH:22]=2)([N:2]([CH3:27])[CH3:1])[CH2:4][CH2:5]1. (2) Given the reactants [NH2:1][C:2]1[CH:10]=[C:9]([O:11][CH3:12])[CH:8]=[CH:7][C:3]=1[C:4](O)=[O:5].CC[N:15]=C=NCCCN(C)C.Cl.C1C=CC2N(O)N=NC=2C=1.CN1CCOCC1.[NH4+].[OH-], predict the reaction product. The product is: [NH2:1][C:2]1[CH:10]=[C:9]([O:11][CH3:12])[CH:8]=[CH:7][C:3]=1[C:4]([NH2:15])=[O:5]. (3) Given the reactants [NH3:1].[CH2:2]([O:4][C:5]([C:7]1[C:8]2[S:16][CH:15]=[C:14]([CH2:17][O:18][C:19]3[CH:24]=[CH:23][CH:22]=[C:21]([C:25]4[O:26][C:27]([CH3:30])=[N:28][N:29]=4)[CH:20]=3)[C:9]=2[C:10](Cl)=[N:11][CH:12]=1)=[O:6])[CH3:3], predict the reaction product. The product is: [CH2:2]([O:4][C:5]([C:7]1[C:8]2[S:16][CH:15]=[C:14]([CH2:17][O:18][C:19]3[CH:24]=[CH:23][CH:22]=[C:21]([C:25]4[O:26][C:27]([CH3:30])=[N:28][N:29]=4)[CH:20]=3)[C:9]=2[C:10]([NH2:1])=[N:11][CH:12]=1)=[O:6])[CH3:3]. (4) Given the reactants B.[N+:2]([C:5]1[CH:6]=[C:7]([CH:11]=[CH:12][C:13]=1[C:14]([F:17])([F:16])[F:15])[C:8]([NH2:10])=O)([O-:4])=[O:3].CO, predict the reaction product. The product is: [N+:2]([C:5]1[CH:6]=[C:7]([CH:11]=[CH:12][C:13]=1[C:14]([F:15])([F:16])[F:17])[CH2:8][NH2:10])([O-:4])=[O:3]. (5) Given the reactants [Cl:1][CH2:2][CH:3]1[O:7][C:6](=[O:8])[NH:5][CH2:4]1.Br[C:10]1[CH:15]=[CH:14][C:13]([Cl:16])=[CH:12][N:11]=1.C(=O)([O-])[O-].[Cs+].[Cs+].CC1(C)C2C=CC=C(P(C3C=CC=CC=3)C3C=CC=CC=3)C=2OC2C1=CC=CC=2P(C1C=CC=CC=1)C1C=CC=CC=1, predict the reaction product. The product is: [Cl:1][CH2:2][CH:3]1[O:7][C:6](=[O:8])[N:5]([C:10]2[CH:15]=[CH:14][C:13]([Cl:16])=[CH:12][N:11]=2)[CH2:4]1.